From a dataset of Full USPTO retrosynthesis dataset with 1.9M reactions from patents (1976-2016). Predict the reactants needed to synthesize the given product. (1) The reactants are: [F:1][C:2]1[CH:3]=[CH:4][C:5]([OH:18])=[C:6]([C:8](=[O:17])[CH2:9][C:10]2[CH:15]=[CH:14][CH:13]=[C:12]([F:16])[CH:11]=2)[CH:7]=1.[C:19]([O-])(=O)[CH3:20].[Na+]. Given the product [F:1][C:2]1[CH:7]=[C:6]2[C:5](=[CH:4][CH:3]=1)[O:18][C:19]([CH3:20])=[C:9]([C:10]1[CH:15]=[CH:14][CH:13]=[C:12]([F:16])[CH:11]=1)[C:8]2=[O:17], predict the reactants needed to synthesize it. (2) Given the product [Br:23][C:7]1[C:6]([CH3:10])=[C:3]([C:2]([F:1])=[CH:9][CH:8]=1)[C:4]#[N:5], predict the reactants needed to synthesize it. The reactants are: [F:1][C:2]1[CH:9]=[CH:8][CH:7]=[C:6]([CH3:10])[C:3]=1[C:4]#[N:5].S(O)(C)(=O)=O.C1C(=O)N([Br:23])C(=O)C1. (3) Given the product [CH3:36][C:49]1[O:45][CH2:46][N:47]([NH:3][C:6](=[O:7])[N:8]([CH3:12])[CH2:9][CH2:10][CH2:30][O:29][C:17]2[CH:18]=[CH:19][C:20]3[C:21]([C:25]([F:26])([F:27])[F:28])=[N:22][O:23][C:24]=3[C:16]=2[CH2:13][CH2:14][CH3:15])[CH:48]=1, predict the reactants needed to synthesize it. The reactants are: C1N=C[N:3]([C:6]([N:8]2[CH:12]=N[CH:10]=[CH:9]2)=[O:7])C=1.[CH2:13]([C:16]1[C:24]2[O:23][N:22]=[C:21]([C:25]([F:28])([F:27])[F:26])[C:20]=2[CH:19]=[CH:18][C:17]=1[O:29][CH2:30]CCNC)[CH2:14][CH3:15].[Li+].[CH3:36][Si]([N-][Si](C)(C)C)(C)C.[O:45]1[CH:49]=[CH:48][N:47]=[C:46]1N.[NH4+].[Cl-].